From a dataset of Peptide-MHC class II binding affinity with 134,281 pairs from IEDB. Regression. Given a peptide amino acid sequence and an MHC pseudo amino acid sequence, predict their binding affinity value. This is MHC class II binding data. (1) The peptide sequence is GIFLSVAAGNEAENA. The MHC is DRB1_0405 with pseudo-sequence DRB1_0405. The binding affinity (normalized) is 0.367. (2) The peptide sequence is RVFDKADGKSKRD. The MHC is HLA-DQA10501-DQB10301 with pseudo-sequence HLA-DQA10501-DQB10301. The binding affinity (normalized) is 0.0904. (3) The peptide sequence is DKKCIEWEKAQHGAC. The MHC is DRB1_0901 with pseudo-sequence DRB1_0901. The binding affinity (normalized) is 0.418. (4) The peptide sequence is EMETESWIVDRQWAQ. The MHC is DRB1_1501 with pseudo-sequence DRB1_1501. The binding affinity (normalized) is 0.00126.